From a dataset of CYP3A4 inhibition data for predicting drug metabolism from PubChem BioAssay. Regression/Classification. Given a drug SMILES string, predict its absorption, distribution, metabolism, or excretion properties. Task type varies by dataset: regression for continuous measurements (e.g., permeability, clearance, half-life) or binary classification for categorical outcomes (e.g., BBB penetration, CYP inhibition). Dataset: cyp3a4_veith. (1) The compound is c1cc(NC2CC2)nc(-c2ccoc2)n1. The result is 1 (inhibitor). (2) The compound is CCOC(=O)c1c(C)n(C)c2ccc(OC)c(NC(=O)CN3CCN(Cc4ccccc4)CC3)c12. The result is 1 (inhibitor). (3) The molecule is Cc1noc(C)c1COc1cccc(C(=O)OCC(=O)N2CC(=O)Nc3ccccc32)c1. The result is 1 (inhibitor). (4) The molecule is COc1cc(OC)c(C(=O)CCCN2CCCC2)c(OC)c1. The result is 0 (non-inhibitor).